Predict the reactants needed to synthesize the given product. From a dataset of Full USPTO retrosynthesis dataset with 1.9M reactions from patents (1976-2016). (1) Given the product [Cl:1][C:2]1[C:3]([C:27]2[CH:28]=[CH:29][C:24]([C:23]([F:34])([F:33])[F:22])=[CH:25][CH:26]=2)=[CH:4][C:5]([N+:9]([O-:11])=[O:10])=[C:6]([CH:8]=1)[NH2:7], predict the reactants needed to synthesize it. The reactants are: [Cl:1][C:2]1[C:3](I)=[CH:4][C:5]([N+:9]([O-:11])=[O:10])=[C:6]([CH:8]=1)[NH2:7].O.[O-]P([O-])([O-])=O.[K+].[K+].[K+].[F:22][C:23]([F:34])([F:33])[C:24]1[CH:29]=[CH:28][C:27](B(O)O)=[CH:26][CH:25]=1. (2) Given the product [C:6]1([C:8]#[C:9][C:10]2[CH:11]=[CH:16][CH:15]=[CH:14][CH:13]=2)[CH:5]=[CH:4][CH:3]=[CH:2][CH:7]=1, predict the reactants needed to synthesize it. The reactants are: F[C:2]1[CH:7]=[C:6]([CH2:8][CH2:9][CH:10]=[CH2:11])[CH:5]=[C:4](F)[CH:3]=1.[CH2:13]([Li])[CH2:14][CH2:15][CH3:16].II. (3) Given the product [CH:22]1([C:21]2[C:16]([N:13]3[CH2:14][CH2:15][N:10]([C:8]([C:5]4[CH:6]=[CH:7][C:2]([N:36]5[C@H:35]([CH2:34][O:33][CH3:32])[CH2:39][O:38][C:37]5=[O:40])=[CH:3][C:4]=4[S:28]([CH3:31])(=[O:30])=[O:29])=[O:9])[CH2:11][CH2:12]3)=[N:17][CH:18]=[C:19]([CH:25]3[CH2:27][CH2:26]3)[CH:20]=2)[CH2:24][CH2:23]1, predict the reactants needed to synthesize it. The reactants are: Br[C:2]1[CH:7]=[CH:6][C:5]([C:8]([N:10]2[CH2:15][CH2:14][N:13]([C:16]3[C:21]([CH:22]4[CH2:24][CH2:23]4)=[CH:20][C:19]([CH:25]4[CH2:27][CH2:26]4)=[CH:18][N:17]=3)[CH2:12][CH2:11]2)=[O:9])=[C:4]([S:28]([CH3:31])(=[O:30])=[O:29])[CH:3]=1.[CH3:32][O:33][CH2:34][C@@H:35]1[CH2:39][O:38][C:37](=[O:40])[NH:36]1. (4) Given the product [Cl:11][C:12]1[N:17]=[C:16]([N:18]([C:19]2[CH:24]=[CH:23][CH:22]=[CH:21][N:20]=2)[C:43]([C:37]([CH3:38])([CH3:39])[CH3:40])=[O:44])[CH:15]=[C:14]([Cl:25])[N:13]=1, predict the reactants needed to synthesize it. The reactants are: C[Si]([N-][Si](C)(C)C)(C)C.[Li+].[Cl:11][C:12]1[N:17]=[C:16]([NH:18][C:19]2[CH:24]=[CH:23][CH:22]=[CH:21][N:20]=2)[CH:15]=[C:14]([Cl:25])[N:13]=1.C(OC(O[C:37]([CH3:40])([CH3:39])[CH3:38])=O)(O[C:37]([CH3:40])([CH3:39])[CH3:38])=O.C1C[O:44][CH2:43]C1.